The task is: Predict the product of the given reaction.. This data is from Forward reaction prediction with 1.9M reactions from USPTO patents (1976-2016). (1) Given the reactants C(=O)([O-])[O-].[K+].[K+].Br[CH2:8][CH2:9][CH2:10][CH2:11][CH2:12][CH2:13][CH2:14][CH2:15][CH2:16][CH2:17][CH2:18][CH2:19][CH2:20][CH2:21][CH2:22][CH2:23][CH2:24][CH2:25][CH2:26][CH2:27][CH2:28][CH3:29].[OH:30][C:31]1[CH:32]=[C:33]([CH:38]=[C:39]([OH:41])[CH:40]=1)[C:34]([O:36][CH3:37])=[O:35], predict the reaction product. The product is: [CH2:8]([O:30][C:31]1[CH:32]=[C:33]([CH:38]=[C:39]([O:41][CH2:29][CH2:28][CH2:27][CH2:26][CH2:25][CH2:24][CH2:23][CH2:22][CH2:21][CH2:20][CH2:19][CH2:18][CH2:17][CH2:16][CH2:15][CH2:14][CH2:13][CH2:12][CH2:11][CH2:10][CH2:9][CH3:8])[CH:40]=1)[C:34]([O:36][CH3:37])=[O:35])[CH2:9][CH2:10][CH2:11][CH2:12][CH2:13][CH2:14][CH2:15][CH2:16][CH2:17][CH2:18][CH2:19][CH2:20][CH2:21][CH2:22][CH2:23][CH2:24][CH2:25][CH2:26][CH2:27][CH2:28][CH3:29]. (2) Given the reactants [NH2:1][C:2]1[C:3]2[C:10](I)=[CH:9][N:8]([C@@H:12]3[CH2:15][C@H:14]([C:16]([NH2:18])=[O:17])[CH2:13]3)[C:4]=2[N:5]=[CH:6][N:7]=1.[C:19]1([C:25]2[CH:34]=[CH:33][C:32]3[C:27](=[CH:28][C:29](B4OC(C)(C)C(C)(C)O4)=[CH:30][CH:31]=3)[N:26]=2)[CH:24]=[CH:23][CH:22]=[CH:21][CH:20]=1.C([O-])([O-])=O.[Na+].[Na+].CN(C=O)C, predict the reaction product. The product is: [NH2:1][C:2]1[C:3]2[C:10]([C:29]3[CH:28]=[C:27]4[C:32]([CH:33]=[CH:34][C:25]([C:19]5[CH:24]=[CH:23][CH:22]=[CH:21][CH:20]=5)=[N:26]4)=[CH:31][CH:30]=3)=[CH:9][N:8]([C@@H:12]3[CH2:15][C@H:14]([C:16]([NH2:18])=[O:17])[CH2:13]3)[C:4]=2[N:5]=[CH:6][N:7]=1. (3) Given the reactants [NH2:1][C:2]1[C:3]([F:26])=[C:4]([C:8]2[N:9]=[C:10]([CH:20]3[CH2:25][CH2:24][O:23][CH2:22][CH2:21]3)[S:11][C:12]=2[C:13]2[CH:18]=[CH:17][N:16]=[C:15]([NH2:19])[N:14]=2)[CH:5]=[CH:6][CH:7]=1.[N:27]1[CH:32]=[CH:31][CH:30]=[CH:29][C:28]=1[S:33]([O-:35])=[O:34].[Na+], predict the reaction product. The product is: [NH2:19][C:15]1[N:14]=[C:13]([C:12]2[S:11][C:10]([CH:20]3[CH2:21][CH2:22][O:23][CH2:24][CH2:25]3)=[N:9][C:8]=2[C:4]2[C:3]([F:26])=[C:2]([NH:1][S:33]([C:28]3[CH:29]=[CH:30][CH:31]=[CH:32][N:27]=3)(=[O:35])=[O:34])[CH:7]=[CH:6][CH:5]=2)[CH:18]=[CH:17][N:16]=1. (4) Given the reactants [CH2:1]([CH:4]1[N:27]([C:28]([O:30][C:31]([CH3:34])([CH3:33])[CH3:32])=[O:29])[C:8]2=[N:9][C:10]([C:20]3[CH:25]=[CH:24][C:23]([CH3:26])=[CH:22][CH:21]=3)=[C:11]([C:13]3[CH:18]=[CH:17][C:16]([CH3:19])=[CH:15][CH:14]=3)[N:12]=[C:7]2[CH2:6][CH2:5]1)[CH:2]=[CH2:3].N#N.[C:37]([O:43][CH2:44][CH3:45])(=[O:42])[CH2:38][CH2:39]C=C, predict the reaction product. The product is: [CH2:44]([O:43][C:37](=[O:42])[CH2:38][CH2:39][CH:3]=[CH:2][CH2:1][CH:4]1[N:27]([C:28]([O:30][C:31]([CH3:34])([CH3:33])[CH3:32])=[O:29])[C:8]2=[N:9][C:10]([C:20]3[CH:21]=[CH:22][C:23]([CH3:26])=[CH:24][CH:25]=3)=[C:11]([C:13]3[CH:18]=[CH:17][C:16]([CH3:19])=[CH:15][CH:14]=3)[N:12]=[C:7]2[CH2:6][CH2:5]1)[CH3:45]. (5) Given the reactants [CH:1]1([C:4]2[CH:8]=[CH:7][N:6]([CH2:9][C:10]([O:12]CC)=[O:11])[N:5]=2)[CH2:3][CH2:2]1.[CH]Cl.CCOC(C)=O, predict the reaction product. The product is: [CH:1]1([C:4]2[CH:8]=[CH:7][N:6]([CH2:9][C:10]([OH:12])=[O:11])[N:5]=2)[CH2:2][CH2:3]1. (6) Given the reactants [CH2:1]([O:3][C:4]([C:6]1([C:9]2[CH:14]=[CH:13][C:12]([C:15]3[CH:20]=[CH:19][C:18]([C:21]4[S:22][C:23]([Cl:29])=[CH:24][C:25]=4C(=O)N)=[CH:17][CH:16]=3)=[CH:11][CH:10]=2)[CH2:8][CH2:7]1)=[O:5])[CH3:2].[Cl:30][C:31]1[CH:36]=[CH:35][C:34]([C@H:37]([OH:39])[CH3:38])=[CH:33][CH:32]=1.[N:40]1[CH:45]=CC=CC=1.FC(F)(F)C(OI(C1C=CC=CC=1)OC(=O)C(F)(F)F)=[O:49], predict the reaction product. The product is: [CH2:1]([O:3][C:4]([C:6]1([C:9]2[CH:10]=[CH:11][C:12]([C:15]3[CH:16]=[CH:17][C:18]([C:21]4[S:22][C:23]([Cl:29])=[CH:24][C:25]=4[NH:40][C:45]([O:39][C@@H:37]([C:34]4[CH:35]=[CH:36][C:31]([Cl:30])=[CH:32][CH:33]=4)[CH3:38])=[O:49])=[CH:19][CH:20]=3)=[CH:13][CH:14]=2)[CH2:8][CH2:7]1)=[O:5])[CH3:2]. (7) Given the reactants Cl.[Br:2][C:3]1[CH:4]=[C:5]2[C:9](=[CH:10][CH:11]=1)[NH:8][N:7]=[C:6]2[CH3:12].N1[CH:18]=[CH:17][CH:16]=[CH:15][CH:14]=1.Cl[CH2:20]Cl, predict the reaction product. The product is: [Br:2][C:3]1[CH:4]=[C:5]2[C:9](=[CH:10][CH:11]=1)[N:8]([C:14]1[CH:20]=[CH:18][CH:17]=[CH:16][CH:15]=1)[N:7]=[C:6]2[CH3:12]. (8) Given the reactants [C:1]([NH:20][C@@H:21]([CH2:24][CH3:25])[CH:22]=[O:23])([C:14]1[CH:19]=[CH:18][CH:17]=[CH:16][CH:15]=1)([C:8]1[CH:13]=[CH:12][CH:11]=[CH:10][CH:9]=1)[C:2]1[CH:7]=[CH:6][CH:5]=[CH:4][CH:3]=1.[CH2:26]([Mg]Br)[CH3:27].O, predict the reaction product. The product is: [C:1]([NH:20][C@@H:21]([CH2:24][CH3:25])[CH:22]([OH:23])[CH2:26][CH3:27])([C:8]1[CH:13]=[CH:12][CH:11]=[CH:10][CH:9]=1)([C:14]1[CH:15]=[CH:16][CH:17]=[CH:18][CH:19]=1)[C:2]1[CH:7]=[CH:6][CH:5]=[CH:4][CH:3]=1. (9) Given the reactants [Cl:1][C:2]1[CH:27]=[CH:26][C:5]([O:6][CH2:7][C:8]([N:10]2[CH2:15][C@H:14]([CH3:16])[N:13]([CH2:17][C:18]3[CH:23]=[CH:22][C:21]([F:24])=[CH:20][CH:19]=3)[CH2:12][C@H:11]2[CH3:25])=[O:9])=[C:4](O)[CH:3]=1.C(=O)([O-])[O-].[Cs+].[Cs+].Br[CH2:36][C:37]#[N:38], predict the reaction product. The product is: [Cl:1][C:2]1[CH:27]=[CH:26][C:5]([O:6][CH2:7][C:8]([N:10]2[CH2:15][C@H:14]([CH3:16])[N:13]([CH2:17][C:18]3[CH:23]=[CH:22][C:21]([F:24])=[CH:20][CH:19]=3)[CH2:12][C@H:11]2[CH3:25])=[O:9])=[C:4]([CH2:36][C:37]#[N:38])[CH:3]=1.